From a dataset of Forward reaction prediction with 1.9M reactions from USPTO patents (1976-2016). Predict the product of the given reaction. (1) Given the reactants Cl.[CH3:2][C:3]1[C:11]2[NH:10][C:9]3[CH2:12][CH2:13][NH:14][CH2:15][C:8]=3[C:7]=2[CH:6]=[CH:5][CH:4]=1.[SiH](CC)(CC)CC, predict the reaction product. The product is: [CH3:2][C:3]1[C:11]2[NH:10][C@@H:9]3[CH2:12][CH2:13][NH:14][CH2:15][C@@H:8]3[C:7]=2[CH:6]=[CH:5][CH:4]=1. (2) Given the reactants C(Cl)(=O)C(Cl)=O.CS(C)=O.[Cl:11][CH2:12][CH2:13][O:14][C:15]1[C:20]([O:21][CH3:22])=[CH:19][C:18]([CH2:23][OH:24])=[C:17]([CH2:25][OH:26])[CH:16]=1.C(N(CC)CC)C, predict the reaction product. The product is: [Cl:11][CH2:12][CH2:13][O:14][C:15]1[CH:16]=[C:17]([CH:25]=[O:26])[C:18](=[CH:19][C:20]=1[O:21][CH3:22])[CH:23]=[O:24].